Dataset: Full USPTO retrosynthesis dataset with 1.9M reactions from patents (1976-2016). Task: Predict the reactants needed to synthesize the given product. (1) Given the product [OH:35][CH2:34][C:21]1[CH:20]=[C:29]2[C:24](=[CH:23][CH:22]=1)[CH:25]=[C:26]([C:30]([O:32][CH3:33])=[O:31])[CH:27]=[CH:28]2, predict the reactants needed to synthesize it. The reactants are: COCCO[AlH2-]OCCOC.[Na+].C1(C)C=CC=CC=1.[CH:20]1[C:29]2[C:24](=[CH:25][C:26]([C:30]([O:32][CH3:33])=[O:31])=[CH:27][CH:28]=2)[CH:23]=[CH:22][C:21]=1[C:34](OC)=[O:35].C(C(C(C([O-])=O)O)O)([O-])=O.[K+].[Na+]. (2) The reactants are: [CH3:1][N:2]([CH3:20])[S:3]([C:6]1[CH:16]=[C:15]([N+:17]([O-])=O)[C:9]2[N:10]=[C:11]([CH3:14])[N:12]([CH3:13])[C:8]=2[CH:7]=1)(=[O:5])=[O:4]. Given the product [CH3:20][N:2]([CH3:1])[S:3]([C:6]1[CH:16]=[C:15]([NH2:17])[C:9]2[N:10]=[C:11]([CH3:14])[N:12]([CH3:13])[C:8]=2[CH:7]=1)(=[O:4])=[O:5], predict the reactants needed to synthesize it. (3) Given the product [OH:45][C:37]1[C:36]([Cl:35])=[CH:43][C:42]([Cl:44])=[CH:41][C:38]=1[CH2:39][NH:3][CH2:4][CH2:5][CH2:6][CH2:7][CH2:8][CH2:9][CH2:10][CH2:11][CH2:12][N:13]1[CH2:18][CH2:17][CH:16]([O:19][C:20](=[O:34])[NH:21][C:22]2[CH:27]=[CH:26][CH:25]=[CH:24][C:23]=2[C:28]2[CH:33]=[CH:32][CH:31]=[CH:30][CH:29]=2)[CH2:15][CH2:14]1, predict the reactants needed to synthesize it. The reactants are: Cl.Cl.[NH2:3][CH2:4][CH2:5][CH2:6][CH2:7][CH2:8][CH2:9][CH2:10][CH2:11][CH2:12][N:13]1[CH2:18][CH2:17][CH:16]([O:19][C:20](=[O:34])[NH:21][C:22]2[CH:27]=[CH:26][CH:25]=[CH:24][C:23]=2[C:28]2[CH:33]=[CH:32][CH:31]=[CH:30][CH:29]=2)[CH2:15][CH2:14]1.[Cl:35][C:36]1[CH:43]=[C:42]([Cl:44])[CH:41]=[C:38]([CH:39]=O)[C:37]=1[OH:45]. (4) Given the product [C:34]1([CH:25]([C:19]2[CH:20]=[CH:21][CH:22]=[CH:23][CH:24]=2)[C@H:26]([O:30][CH2:31][CH:32]=[CH2:33])[CH2:27][CH:28]=[CH2:29])[CH:35]=[CH:36][CH:37]=[CH:38][CH:39]=1, predict the reactants needed to synthesize it. The reactants are: C1(C(C2C=CC=CC=2)[C@H](O)CC=C)C=CC=CC=1.[C:19]1([CH:25]([C:34]2[CH:39]=[CH:38][CH:37]=[CH:36][CH:35]=2)[C@@H:26]([O:30][CH2:31][CH:32]=[CH2:33])[CH2:27][CH:28]=[CH2:29])[CH:24]=[CH:23][CH:22]=[CH:21][CH:20]=1. (5) The reactants are: [I:1]NC(=O)CCC(N)=O.FC(F)(F)C(OC(=O)C(F)(F)F)=O.[CH2:23]([O:26][C:27]1[N:35]=[CH:34][CH:33]=[CH:32][C:28]=1[C:29]([OH:31])=[O:30])[CH2:24][CH3:25]. Given the product [CH2:23]([O:26][C:27]1[N:35]=[CH:34][C:33]([I:1])=[CH:32][C:28]=1[C:29]([OH:31])=[O:30])[CH2:24][CH3:25], predict the reactants needed to synthesize it. (6) Given the product [ClH:19].[Cl:19][C:16]1[CH:17]=[CH:18][C:11]2[CH2:10][CH2:9][NH:8][CH2:14][CH2:13][C:12]=2[C:15]=1[S:20][CH2:21][C:28]1[CH:37]=[CH:36][C:31]([C:32]([O:34][CH3:35])=[O:33])=[CH:30][CH:29]=1, predict the reactants needed to synthesize it. The reactants are: C(OC([N:8]1[CH2:14][CH2:13][C:12]2[C:15]([S:20][C:21](=O)N(C)C)=[C:16]([Cl:19])[CH:17]=[CH:18][C:11]=2[CH2:10][CH2:9]1)=O)(C)(C)C.BrC[C:28]1[CH:37]=[CH:36][C:31]([C:32]([O:34][CH3:35])=[O:33])=[CH:30][CH:29]=1.